Dataset: Catalyst prediction with 721,799 reactions and 888 catalyst types from USPTO. Task: Predict which catalyst facilitates the given reaction. (1) Reactant: [Br:1][C:2]1[CH:3]=[C:4]2[C:9](=[CH:10][CH:11]=1)[C:8](Cl)=[N:7][N:6]=[CH:5]2.[C:13]([C:17]1[CH:23]=[CH:22][C:20]([NH2:21])=[CH:19][CH:18]=1)([CH3:16])([CH3:15])[CH3:14]. Product: [Br:1][C:2]1[CH:3]=[C:4]2[C:9](=[CH:10][CH:11]=1)[C:8]([NH:21][C:20]1[CH:22]=[CH:23][C:17]([C:13]([CH3:16])([CH3:15])[CH3:14])=[CH:18][CH:19]=1)=[N:7][N:6]=[CH:5]2. The catalyst class is: 41. (2) Reactant: C(O)(=O)C.[CH3:5][C:6]1[C:11]([N+:12]([O-])=O)=[C:10]([CH3:15])[N:9]=[C:8]([N:16]2[CH2:21][CH2:20][O:19][CH2:18][CH2:17]2)[CH:7]=1. Product: [CH3:15][C:10]1[C:11]([NH2:12])=[C:6]([CH3:5])[CH:7]=[C:8]([N:16]2[CH2:17][CH2:18][O:19][CH2:20][CH2:21]2)[N:9]=1. The catalyst class is: 772. (3) Product: [CH3:1][N:2]1[CH2:7][CH2:6][CH:5]([C:8]([N:16]2[CH2:17][CH2:18][NH:19][CH2:20][CH2:21]2)([C:10]2[CH:15]=[CH:14][CH:13]=[CH:12][CH:11]=2)[CH3:9])[CH2:4][CH2:3]1. Reactant: [CH3:1][N:2]1[CH2:7][CH2:6][CH:5]([C:8]([N:16]2[CH2:21][CH2:20][N:19](C(OC(C)(C)C)=O)[CH2:18][CH2:17]2)([C:10]2[CH:15]=[CH:14][CH:13]=[CH:12][CH:11]=2)[CH3:9])[CH2:4][CH2:3]1.FC(F)(F)C(O)=O. The catalyst class is: 2. (4) Reactant: [OH:1][C:2]1[CH:9]=[CH:8][C:5]([CH:6]=O)=[CH:4][C:3]=1OC.[OH-].[Na+].[OH:14][C:15]1C=CC(CO)=C[C:16]=1OC. Product: [OH:1][C:2]1[CH:3]=[CH:4][C:5]([CH:6]=[CH:16][CH2:15][OH:14])=[CH:8][CH:9]=1. The catalyst class is: 6.